Predict the reactants needed to synthesize the given product. From a dataset of Full USPTO retrosynthesis dataset with 1.9M reactions from patents (1976-2016). (1) The reactants are: [Cl:1][C:2]1[CH:26]=[C:25]([S:27]([CH3:30])(=[O:29])=[O:28])[CH:24]=[CH:23][C:3]=1[CH2:4][N:5]1[C:13]2[C:8](=[CH:9][C:10]([CH:14]=[C:15]3[S:19][C:18](SC)=[N:17][C:16]3=[O:22])=[CH:11][CH:12]=2)[CH:7]=[N:6]1.[CH3:31][N:32]1[CH2:37][CH2:36][NH:35][CH2:34][CH2:33]1. Given the product [Cl:1][C:2]1[CH:26]=[C:25]([S:27]([CH3:30])(=[O:28])=[O:29])[CH:24]=[CH:23][C:3]=1[CH2:4][N:5]1[C:13]2[C:8](=[CH:9][C:10]([CH:14]=[C:15]3[S:19][C:18]([N:35]4[CH2:36][CH2:37][N:32]([CH3:31])[CH2:33][CH2:34]4)=[N:17][C:16]3=[O:22])=[CH:11][CH:12]=2)[CH:7]=[N:6]1, predict the reactants needed to synthesize it. (2) Given the product [N:17]1[CH:18]=[CH:19][CH:20]=[CH:21][C:16]=1[C:3]1([C:1]#[N:2])[CH2:4][CH2:5][NH:6][CH2:7][CH2:8]1, predict the reactants needed to synthesize it. The reactants are: [C:1]([C:3]1([C:16]2[CH:21]=[CH:20][CH:19]=[CH:18][N:17]=2)[CH2:8][CH2:7][N:6](C(OC(C)(C)C)=O)[CH2:5][CH2:4]1)#[N:2]. (3) Given the product [CH2:25]([N:14]1[CH2:13][CH2:12][CH:11]([N:9]2[CH2:10][CH:6]([OH:5])[CH2:7][C:8]2=[O:17])[CH2:16][CH2:15]1)[C:26]1[CH:31]=[CH:30][CH:29]=[CH:28][CH:27]=1, predict the reactants needed to synthesize it. The reactants are: C(O)(=O)C.[OH:5][C@H:6]1[CH2:10][N:9]([CH:11]2[CH2:16][CH2:15][NH:14][CH2:13][CH2:12]2)[C:8](=[O:17])[CH2:7]1.NC1CCN([CH2:25][C:26]2[CH:31]=[CH:30][CH:29]=[CH:28][CH:27]=2)CC1.C(N(CC)C(C)C)(C)C.BrC[C@H](O)CC([O-])=O. (4) Given the product [C:21]1([S:27]([OH:30])(=[O:29])=[O:28])[CH:26]=[CH:25][CH:24]=[CH:23][CH:22]=1.[CH3:19][N:18]([CH3:20])[CH:16]([CH3:17])[C:14]([O:13][CH2:12][CH2:11][CH2:10][CH2:9][CH2:8][CH2:7][CH2:6][CH2:5][CH2:4][CH2:3][CH2:2][CH3:1])=[O:15], predict the reactants needed to synthesize it. The reactants are: [CH3:1][CH2:2][CH2:3][CH2:4][CH2:5][CH2:6][CH2:7][CH2:8][CH2:9][CH2:10][CH2:11][CH2:12][O:13][C:14]([CH:16]([N:18]([CH3:20])[CH3:19])[CH3:17])=[O:15].[C:21]1([S:27]([OH:30])(=[O:29])=[O:28])[CH:26]=[CH:25][CH:24]=[CH:23][CH:22]=1. (5) Given the product [Cl:9][C:5]1[N:4]=[C:3]([C:10]#[N:11])[C:2]2[N:1]=[CH:12][NH:8][C:7]=2[CH:6]=1, predict the reactants needed to synthesize it. The reactants are: [NH2:1][C:2]1[C:3]([C:10]#[N:11])=[N:4][C:5]([Cl:9])=[CH:6][C:7]=1[NH2:8].[CH2:12](OC(OCC)OCC)C.CC(O)=O. (6) Given the product [Cl:1][C:2]1[CH:10]=[C:9]2[C:5]([C:6]([CH2:26][C:25]3[CH:28]=[CH:29][CH:30]=[C:23]([Cl:22])[CH:24]=3)([C:12]3[CH:17]=[C:16]([O:18][CH3:19])[CH:15]=[C:14]([O:20][CH3:21])[CH:13]=3)[C:7](=[O:11])[NH:8]2)=[CH:4][CH:3]=1, predict the reactants needed to synthesize it. The reactants are: [Cl:1][C:2]1[CH:10]=[C:9]2[C:5]([CH:6]([C:12]3[CH:17]=[C:16]([O:18][CH3:19])[CH:15]=[C:14]([O:20][CH3:21])[CH:13]=3)[C:7](=[O:11])[NH:8]2)=[CH:4][CH:3]=1.[Cl:22][C:23]1[CH:24]=[C:25]([CH:28]=[CH:29][CH:30]=1)[CH2:26]Br.[I-].[K+].C(=O)([O-])[O-].[K+].[K+].